From a dataset of Full USPTO retrosynthesis dataset with 1.9M reactions from patents (1976-2016). Predict the reactants needed to synthesize the given product. Given the product [CH:14]1([CH2:17][NH:13][CH2:12][CH2:11][C:4]2[C:5]3[C:10](=[CH:9][CH:8]=[CH:7][CH:6]=3)[N:2]([CH3:1])[CH:3]=2)[CH2:16][CH2:15]1, predict the reactants needed to synthesize it. The reactants are: [CH3:1][N:2]1[C:10]2[C:5](=[CH:6][CH:7]=[CH:8][CH:9]=2)[C:4]([CH2:11][CH2:12][NH2:13])=[CH:3]1.[CH:14]1([CH:17]=O)[CH2:16][CH2:15]1.